This data is from NCI-60 drug combinations with 297,098 pairs across 59 cell lines. The task is: Regression. Given two drug SMILES strings and cell line genomic features, predict the synergy score measuring deviation from expected non-interaction effect. (1) Drug 1: CC1=C2C(C(=O)C3(C(CC4C(C3C(C(C2(C)C)(CC1OC(=O)C(C(C5=CC=CC=C5)NC(=O)OC(C)(C)C)O)O)OC(=O)C6=CC=CC=C6)(CO4)OC(=O)C)OC)C)OC. Drug 2: C(CCl)NC(=O)N(CCCl)N=O. Cell line: KM12. Synergy scores: CSS=33.5, Synergy_ZIP=-0.457, Synergy_Bliss=-2.32, Synergy_Loewe=-23.4, Synergy_HSA=-2.36. (2) Drug 1: C1CC(=O)NC(=O)C1N2CC3=C(C2=O)C=CC=C3N. Drug 2: C1=NC2=C(N=C(N=C2N1C3C(C(C(O3)CO)O)O)F)N. Cell line: T-47D. Synergy scores: CSS=-1.40, Synergy_ZIP=5.45, Synergy_Bliss=0.550, Synergy_Loewe=0.292, Synergy_HSA=0.392.